This data is from Catalyst prediction with 721,799 reactions and 888 catalyst types from USPTO. The task is: Predict which catalyst facilitates the given reaction. (1) Reactant: Br[C:2]1[CH:3]=[N:4][CH:5]=[CH:6][CH:7]=1.C([Li])CCC.N1C=CC=CC=1[Li].[O:20]=[C:21]1[CH2:27][CH:26]2[CH2:28][CH:22]1[CH2:23][N:24]([C:29]([O:31][CH2:32][CH3:33])=[O:30])[CH2:25]2. Product: [OH:20][C:21]1([C:2]2[CH:3]=[N:4][CH:5]=[CH:6][CH:7]=2)[CH2:27][CH:26]2[CH2:28][CH:22]1[CH2:23][N:24]([C:29]([O:31][CH2:32][CH3:33])=[O:30])[CH2:25]2. The catalyst class is: 385. (2) Reactant: CN(C(ON1N=NC2C=CC=CC1=2)=[N+](C)C)C.F[P-](F)(F)(F)(F)F.[NH:25]([C:42]([O:44][C:45]([CH3:48])([CH3:47])[CH3:46])=[O:43])[C@@H:26]([C:31]([NH:33][C@H:34]([C:39]([OH:41])=O)[CH2:35][CH:36]([CH3:38])[CH3:37])=[O:32])[CH2:27][CH:28]([CH3:30])[CH3:29].[NH2:49][C@H:50]([C:72]([N:74]1[CH2:83][CH2:82][CH2:81][C@H:75]1[C:76]([NH:78][CH2:79][CH3:80])=[O:77])=[O:73])[CH2:51][CH2:52][CH2:53][NH:54][C:55](=[NH:71])[NH:56][S:57]([C:60]1[C:69]([CH3:70])=[C:67]([CH3:68])[C:64]([O:65][CH3:66])=[CH:63][C:61]=1[CH3:62])(=[O:59])=[O:58].C(N(CC)CC)C. Product: [NH:25]([C:42]([O:44][C:45]([CH3:48])([CH3:47])[CH3:46])=[O:43])[C@@H:26]([C:31]([NH:33][C@H:34]([C:39]([NH:49][C@H:50]([C:72]([N:74]1[CH2:83][CH2:82][CH2:81][C@H:75]1[C:76]([NH:78][CH2:79][CH3:80])=[O:77])=[O:73])[CH2:51][CH2:52][CH2:53][NH:54][C:55](=[NH:71])[NH:56][S:57]([C:60]1[C:69]([CH3:70])=[C:67]([CH3:68])[C:64]([O:65][CH3:66])=[CH:63][C:61]=1[CH3:62])(=[O:59])=[O:58])=[O:41])[CH2:35][CH:36]([CH3:37])[CH3:38])=[O:32])[CH2:27][CH:28]([CH3:29])[CH3:30]. The catalyst class is: 3. (3) Reactant: Br[C:2]1[CH:7]=[CH:6][C:5]([N:8]2[CH2:12][CH2:11][C@@H:10]3[CH2:13][N:14]([CH3:16])[CH2:15][C@H:9]23)=[CH:4][CH:3]=1.[B:17]1([B:17]2[O:21][C:20]([CH3:23])([CH3:22])[C:19]([CH3:25])([CH3:24])[O:18]2)[O:21][C:20]([CH3:23])([CH3:22])[C:19]([CH3:25])([CH3:24])[O:18]1.O1CCOB1.C(Cl)Cl.CC([O-])=O.[K+]. Product: [CH3:16][N:14]1[CH2:13][C@@H:10]2[C@@H:9]([N:8]([C:5]3[CH:6]=[CH:7][C:2]([B:17]4[O:21][C:20]([CH3:23])([CH3:22])[C:19]([CH3:25])([CH3:24])[O:18]4)=[CH:3][CH:4]=3)[CH2:12][CH2:11]2)[CH2:15]1. The catalyst class is: 140. (4) The catalyst class is: 23. Product: [NH2:26][C:22]1[N:21]=[C:20]([NH:19][CH2:2][C:3]2[C:8]([CH2:9][CH3:10])=[C:7]([CH2:11][NH:19][C:20]3[CH:25]=[CH:24][CH:23]=[C:22]([NH2:26])[N:21]=3)[C:6]([CH2:13][CH3:14])=[C:5]([CH2:15][NH:19][C:20]3[CH:25]=[CH:24][CH:23]=[C:22]([NH2:26])[N:21]=3)[C:4]=2[CH2:17][CH3:18])[CH:25]=[CH:24][CH:23]=1. Reactant: Br[CH2:2][C:3]1[C:8]([CH2:9][CH3:10])=[C:7]([CH2:11]Br)[C:6]([CH2:13][CH3:14])=[C:5]([CH2:15]Br)[C:4]=1[CH2:17][CH3:18].[NH2:19][C:20]1[CH:25]=[CH:24][CH:23]=[C:22]([NH2:26])[N:21]=1.C([O-])([O-])=O.[K+].[K+]. (5) Reactant: [F:1][C:2]1[C:7]([O:8][CH3:9])=[CH:6][CH:5]=[CH:4][C:3]=1B(O)O.[N:13]1[CH:18]=[CH:17][CH:16]=[C:15]([NH:19][C:20]([N:22]2[CH2:25][CH:24]([O:26][C:27]3[CH:32]=[CH:31][C:30](Br)=[CH:29][N:28]=3)[CH2:23]2)=[O:21])[N:14]=1.C(=O)([O-])[O-].[K+].[K+]. Product: [N:13]1[CH:18]=[CH:17][CH:16]=[C:15]([NH:19][C:20]([N:22]2[CH2:23][CH:24]([O:26][C:27]3[CH:32]=[CH:31][C:30]([C:3]4[CH:4]=[CH:5][CH:6]=[C:7]([O:8][CH3:9])[C:2]=4[F:1])=[CH:29][N:28]=3)[CH2:25]2)=[O:21])[N:14]=1. The catalyst class is: 299. (6) Reactant: [CH:1]1([O:9][C:10]([NH:12][C:13]2[CH:18]=[CH:17][C:16]([CH:19]([OH:25])[C:20]([O:22][CH2:23][CH3:24])=[O:21])=[CH:15][CH:14]=2)=[O:11])[CH2:8][CH2:7][CH2:6][CH2:5][CH2:4][CH:3]=[CH:2]1.C(N(C(C)C)CC)(C)C.[CH2:35]1[C:40](=[O:41])[N:39]([O:42][C:43](ON2C(=O)CCC2=O)=[O:44])[C:37](=[O:38])[CH2:36]1. Product: [CH:1]1([O:9][C:10]([NH:12][C:13]2[CH:18]=[CH:17][C:16]([CH:19]([O:25][C:43]([O:42][N:39]3[C:40](=[O:41])[CH2:35][CH2:36][C:37]3=[O:38])=[O:44])[C:20]([O:22][CH2:23][CH3:24])=[O:21])=[CH:15][CH:14]=2)=[O:11])[CH2:8][CH2:7][CH2:6][CH2:5][CH2:4][CH:3]=[CH:2]1. The catalyst class is: 10. (7) Reactant: [CH2:1]([O:3][C:4]([C:6]1[S:10][C:9]([C:11]2[CH:12]=[N:13][CH:14]=[C:15]([Br:17])[CH:16]=2)=[N:8][C:7]=1[CH2:18]Br)=[O:5])[CH3:2].[CH2:20]([O:22][C:23](=[O:37])[CH2:24][NH:25][CH2:26][C:27]1[CH:32]=[CH:31][C:30]([O:33][CH3:34])=[CH:29][C:28]=1[O:35][CH3:36])[CH3:21].C(=O)([O-])[O-].[K+].[K+]. Product: [CH2:1]([O:3][C:4]([C:6]1[S:10][C:9]([C:11]2[CH:12]=[N:13][CH:14]=[C:15]([Br:17])[CH:16]=2)=[N:8][C:7]=1[CH2:18][N:25]([CH2:26][C:27]1[CH:32]=[CH:31][C:30]([O:33][CH3:34])=[CH:29][C:28]=1[O:35][CH3:36])[CH2:24][C:23]([O:22][CH2:20][CH3:21])=[O:37])=[O:5])[CH3:2]. The catalyst class is: 9.